Task: Predict the reactants needed to synthesize the given product.. Dataset: Full USPTO retrosynthesis dataset with 1.9M reactions from patents (1976-2016) (1) Given the product [CH3:24][CH:2]1[CH2:3][CH2:4][CH2:5][CH2:6][CH:1]1[N:7]1[C:12](=[O:13])[C:11]2[S:14][CH:15]=[C:16]([C:17]3[CH:18]=[CH:19][CH:20]=[CH:21][CH:22]=3)[C:10]=2[N:9]=[CH:8]1, predict the reactants needed to synthesize it. The reactants are: [C:1]1([N:7]2[C:12](=[O:13])[C:11]3[S:14][CH:15]=[C:16]([C:17]4[CH:22]=[CH:21][CH:20]=[CH:19][CH:18]=4)[C:10]=3[N:9]=[CH:8]2)[CH:6]=[CH:5][CH:4]=[CH:3][CH:2]=1.N[C:24]1C(C2C=CC=CC=2)=CSC=1C(OC)=O.C(OCC)(OCC)OCC.CC1CCCCC1N. (2) Given the product [CH3:1][O:2][C:3]([C:5]1[CH:6]=[C:7]2[C:12](=[CH:13][C:14]=1[NH:20][C:23]([O:48][C:44]([CH3:47])([CH3:46])[CH3:45])=[O:31])[N:11]=[CH:10][CH:9]=[N:8]2)=[O:4], predict the reactants needed to synthesize it. The reactants are: [CH3:1][O:2][C:3]([C:5]1[CH:6]=[C:7]2[C:12](=[CH:13][C:14]=1C(O)=O)[N:11]=[CH:10][CH:9]=[N:8]2)=[O:4].CC[N:20]([CH2:23]C)CC.C1C=CC([O:31]P(OC2C=CC=CC=2)(N=[N+]=[N-])=O)=CC=1.[C:44]([OH:48])([CH3:47])([CH3:46])[CH3:45]. (3) Given the product [C:1]([C:5]([C:8]([O:11][C:12]([C:15]([C:18]([F:19])=[O:21])([F:17])[F:16])([F:14])[F:13])([F:10])[F:9])([F:7])[F:6])([F:4])([F:3])[F:2], predict the reactants needed to synthesize it. The reactants are: [C:1]([C:5]([C:8]([O:11][C:12]([C:15]([C:18]([O:21]C(C(OC(C(C(F)(F)F)(F)F)(F)F)(C(F)(F)F)F)=O)(F)[F:19])([F:17])[F:16])([F:14])[F:13])([F:10])[F:9])([F:7])[F:6])([F:4])([F:3])[F:2].[F-].[Na+]. (4) Given the product [C:11]1([C:2]2[N:19]=[C:22]([C:23]([O:28][CH2:27][CH3:26])=[O:24])[O:4][C:3]=2[C:5]2[CH:10]=[CH:9][CH:8]=[CH:7][CH:6]=2)[CH:16]=[CH:15][CH:14]=[CH:13][CH:12]=1, predict the reactants needed to synthesize it. The reactants are: O[CH:2]([C:11]1[CH:16]=[CH:15][CH:14]=[CH:13][CH:12]=1)[C:3]([C:5]1[CH:10]=[CH:9][CH:8]=[CH:7][CH:6]=1)=[O:4].C([N:19]([CH2:22][CH3:23])CC)C.[OH2:24].C1C[O:28][CH2:27][CH2:26]1.